This data is from Experimentally validated miRNA-target interactions with 360,000+ pairs, plus equal number of negative samples. The task is: Binary Classification. Given a miRNA mature sequence and a target amino acid sequence, predict their likelihood of interaction. (1) The miRNA is mmu-miR-297a-5p with sequence AUGUAUGUGUGCAUGUGCAUGU. The protein sequence of the target gene is MSSAAMSKYVNDMWPGSPQEKASPSTSGSGRSSRLSSRSRSRSSSRSSRRDSRSSSRSSSRSHSRPRRSRRSRSRSRRRHQRKYRRYSRSYSRSRSRSRSHRYHRDSRYERPRRYYKSPSPYRSRSRSRSRGRSQHRWSYYAITRGRRYYGFGRTVYPEDRPRWRERSRTRSRSRSRTPFRLSEKDRMELLEIAKANAAKALGTANFDLPASLRAKEASQGTAVSSSGPKVEHSEKQTEDATKNTSEKSSTQRNIAFSSNNSVAKPLQKTTKAAVEEKSSGSPKIDKKKSPYGLWIPV. Result: 1 (interaction). (2) The miRNA is hsa-miR-509-3-5p with sequence UACUGCAGACGUGGCAAUCAUG. The protein sequence of the target gene is MLPSQEASKLYHEHYMRNSRAIGVLWAIFTICFAIINVVVFIQPYWVGDSVSTPKPGYFGLFHYCVGSGLAGRELTCRGSFTDFSTIPSSAFKAAAFFVLLSMVLILGCITCFSLFFFCNTATVYKICAWMQLLAALCLVLGCMIFPDGWDAETIRDMCGAKTGKYSLGDCSVRWAYILAIIGILNALILSFLAFVLGNRQTDLLQEELKPENKDFVGSTVSSVLRPGGDVSGWGVLPCPVAHSQGP. Result: 0 (no interaction). (3) Result: 0 (no interaction). The miRNA is hsa-miR-6750-3p with sequence GAACUCACCCUCUGCUCCCAG. The protein sequence of the target gene is MSRIESLTRARIDRSKEQATKTREKEKMKEAKDARYTNGHLFTTISVSGMTMCYACNKSITAKEALICPTCNVTIHNRCKDTLANCTKVKQKQQKAALLRNNTALQSVSLRSKTTTRERPTSAIYPSDSFRQSLLGSRRGLSSLSLAKSVSTTNIAGHFNDESPLGLRQILSQSTDSLNMRNRTLSVESLIDEGVEVFYNELMSDFEMDEKDFEADSWSLAVDSSFLQQHKKEVMKKQDVIYELIQTELHHVRTLKIMTRLFRTGMLEELQMEPEVVQGLFPCVDELSDIHTRFLNQLLE.... (4) The miRNA is hsa-miR-4280 with sequence GAGUGUAGUUCUGAGCAGAGC. The protein sequence of the target gene is MFSPDQENHPSKAPVKYGELIVLGYNGSLPNGDRGRRKSRFALFKRPKANGVKPSTVHIACTPQAAKAISNKDQHSISYTLSRAQTVVVEYTHDSNTDMFQIGRSTESPIDFVVTDTVPGSQSNSDTQSVQSTISRFACRIICERSPPFTARIYAAGFDSSKNIFLGEKAAKWKTSDGQMDGLTTNGVLVMHPRNGFTEDSKPGIWREISVCGNVFSLRETRSAQQRGKMVEIETNQLQDGSLIDLCGATLLWRTAEGLSHTPTVKHLEALRQEINAARPQCPVGFNTLAFPSMKRKDVV.... Result: 0 (no interaction).